Dataset: Catalyst prediction with 721,799 reactions and 888 catalyst types from USPTO. Task: Predict which catalyst facilitates the given reaction. Reactant: [CH:1]1([C:4]2[N:8]=[N:7][N:6]([C:9]3[C:14]([Cl:15])=[CH:13][CH:12]=[CH:11][C:10]=3[Cl:16])[C:5]=2[CH2:17][OH:18])[CH2:3][CH2:2]1.[CH3:19][O:20][C:21]([C:23]1[C:31]2[C:26](=[CH:27][C:28]([C:32]3[CH:37]=[CH:36][C:35](O)=[CH:34][C:33]=3[CH3:39])=[CH:29][CH:30]=2)[N:25]([CH:40]([CH3:42])[CH3:41])[N:24]=1)=[O:22].C(P(CCCC)CCCC)CCC. Product: [CH3:19][O:20][C:21]([C:23]1[C:31]2[C:26](=[CH:27][C:28]([C:32]3[CH:37]=[CH:36][C:35]([O:18][CH2:17][C:5]4[N:6]([C:9]5[C:14]([Cl:15])=[CH:13][CH:12]=[CH:11][C:10]=5[Cl:16])[N:7]=[N:8][C:4]=4[CH:1]4[CH2:3][CH2:2]4)=[CH:34][C:33]=3[CH3:39])=[CH:29][CH:30]=2)[N:25]([CH:40]([CH3:42])[CH3:41])[N:24]=1)=[O:22]. The catalyst class is: 11.